This data is from Forward reaction prediction with 1.9M reactions from USPTO patents (1976-2016). The task is: Predict the product of the given reaction. (1) Given the reactants CC(C)([O-])C.[K+].[CH3:7][C:8]1[C:9]([C:18]([O:20]CC)=O)=[N:10][C:11]2[C:16]([N:17]=1)=[CH:15][CH:14]=[CH:13][CH:12]=2.[C:23](#[N:25])[CH3:24].O, predict the reaction product. The product is: [CH3:7][C:8]1[C:9]([C:18](=[O:20])[CH2:24][C:23]#[N:25])=[N:10][C:11]2[C:16]([N:17]=1)=[CH:15][CH:14]=[CH:13][CH:12]=2. (2) The product is: [N:1]([C@H:18]1[CH2:17][CH2:16][C@H:15]([C:24]([O:26][CH2:27][CH3:28])=[O:25])[CH2:14][C@H:13]1[NH:12][C:10]([O:9][C:5]([CH3:6])([CH3:8])[CH3:7])=[O:11])=[N+:2]=[N-:3]. Given the reactants [N-:1]=[N+:2]=[N-:3].[Na+].[C:5]([O:9][C:10]([NH:12][C@H:13]1[C@H:18](OS(C)(=O)=O)[CH2:17][CH2:16][C@H:15]([C:24]([O:26][CH2:27][CH3:28])=[O:25])[CH2:14]1)=[O:11])([CH3:8])([CH3:7])[CH3:6].O.C(OCC)(=O)C, predict the reaction product.